Dataset: Reaction yield outcomes from USPTO patents with 853,638 reactions. Task: Predict the reaction yield, written as a fraction of the theoretical maximum amount of product (1.0 means a 100% yield; for example, 0.34 means a 34% yield). (1) The reactants are [CH3:1][O:2][C:3](=[O:16])[C:4](=O)[CH2:5][C:6](=[O:14])[C:7]1[CH:12]=[CH:11][CH:10]=[C:9]([Br:13])[CH:8]=1.Cl.[NH2:18]O. The catalyst is CO. The product is [CH3:1][O:2][C:3]([C:4]1[CH:5]=[C:6]([C:7]2[CH:12]=[CH:11][CH:10]=[C:9]([Br:13])[CH:8]=2)[O:14][N:18]=1)=[O:16]. The yield is 0.870. (2) The reactants are [F:1][C:2]1[CH:7]=[CH:6][C:5]([C:8]2[O:9][C:10]3[CH:20]=[C:19]([N:21]([CH3:26])[S:22]([CH3:25])(=[O:24])=[O:23])[C:18]([C:27]4[CH:32]=[CH:31][C:30](=[O:33])[N:29]([CH3:34])[CH:28]=4)=[CH:17][C:11]=3[C:12]=2[C:13]([NH:15][CH3:16])=[O:14])=[CH:4][CH:3]=1.C1C(=O)N([I:42])C(=O)C1. The catalyst is C(#N)C. The product is [F:1][C:2]1[CH:7]=[CH:6][C:5]([C:8]2[O:9][C:10]3[CH:20]=[C:19]([N:21]([CH3:26])[S:22]([CH3:25])(=[O:23])=[O:24])[C:18]([C:27]4[CH:32]=[C:31]([I:42])[C:30](=[O:33])[N:29]([CH3:34])[CH:28]=4)=[CH:17][C:11]=3[C:12]=2[C:13]([NH:15][CH3:16])=[O:14])=[CH:4][CH:3]=1. The yield is 0.510. (3) The reactants are [CH3:1][O:2][C:3]1[CH:12]=[CH:11][C:10]2[N:9]=[C:8]([C:13]3[CH:18]=[CH:17][CH:16]=[CH:15][CH:14]=3)[C:7](=O)[NH:6][C:5]=2[C:4]=1[C:20]([O:22][CH3:23])=[O:21].P(Cl)(Cl)([Cl:26])=O. No catalyst specified. The product is [Cl:26][C:7]1[C:8]([C:13]2[CH:18]=[CH:17][CH:16]=[CH:15][CH:14]=2)=[N:9][C:10]2[CH:11]=[CH:12][C:3]([O:2][CH3:1])=[C:4]([C:20]([O:22][CH3:23])=[O:21])[C:5]=2[N:6]=1. The yield is 0.940. (4) The reactants are [F:1][C:2]([F:22])([F:21])[C:3]1[S:4][C:5]2[CH:10]=[C:9]([O:11][NH:12][C:13](=[O:19])[O:14][C:15]([CH3:18])([CH3:17])C)[N:8]=[CH:7][C:6]=2[N:20]=1.C(N(CC)CC)C.[C:30]1(OC(Cl)=O)[CH:35]=CC=C[CH:31]=1.[Cl-].[NH4+]. The catalyst is ClCCl. The product is [F:22][C:2]([F:1])([F:21])[C:3]1[S:4][C:5]2[CH:10]=[C:9]([O:11][NH:12][C:13](=[O:19])[O:14][C:15]3[CH:17]=[CH:35][CH:30]=[CH:31][CH:18]=3)[N:8]=[CH:7][C:6]=2[N:20]=1. The yield is 0.900.